This data is from Reaction yield outcomes from USPTO patents with 853,638 reactions. The task is: Predict the reaction yield, written as a fraction of the theoretical maximum amount of product (1.0 means a 100% yield; for example, 0.34 means a 34% yield). (1) The reactants are [Br:1][C:2]1[CH:7]=[CH:6][C:5]([NH2:8])=[C:4]([C:9]2[CH2:14][CH2:13][C:12]([CH3:16])([CH3:15])[CH2:11][CH:10]=2)[CH:3]=1.[K+].[C:18]([C:20]1[N:21]=[C:22]([C:33]([O-])=[O:34])[N:23]([CH2:25][O:26][CH2:27][CH2:28][Si:29]([CH3:32])([CH3:31])[CH3:30])[CH:24]=1)#[N:19].CCN(C(C)C)C(C)C.C1CN([P+](Br)(N2CCCC2)N2CCCC2)CC1.F[P-](F)(F)(F)(F)F. The catalyst is C(Cl)Cl. The product is [Br:1][C:2]1[CH:7]=[CH:6][C:5]([NH:8][C:33]([C:22]2[N:23]([CH2:25][O:26][CH2:27][CH2:28][Si:29]([CH3:32])([CH3:31])[CH3:30])[CH:24]=[C:20]([C:18]#[N:19])[N:21]=2)=[O:34])=[C:4]([C:9]2[CH2:14][CH2:13][C:12]([CH3:16])([CH3:15])[CH2:11][CH:10]=2)[CH:3]=1. The yield is 0.860. (2) The reactants are [CH3:1][O:2][CH:3]([C:7]1[CH:12]=[CH:11][C:10]([N:13]2[CH2:18][CH2:17][O:16][CH2:15][CH2:14]2)=[CH:9][CH:8]=1)[C:4]([OH:6])=O.CN1CCOCC1.C(OC(Cl)=O)C(C)C.Cl.[CH3:35][NH:36][O:37][CH3:38].C([O-])(O)=O.[Na+]. The catalyst is C(Cl)Cl. The product is [CH3:38][O:37][N:36]([CH3:35])[C:4](=[O:6])[CH:3]([O:2][CH3:1])[C:7]1[CH:12]=[CH:11][C:10]([N:13]2[CH2:18][CH2:17][O:16][CH2:15][CH2:14]2)=[CH:9][CH:8]=1. The yield is 0.900. (3) The catalyst is FC(F)(F)CO. The yield is 0.150. The product is [F:36][C:30]1[CH:31]=[CH:32][CH:33]=[C:34]([F:35])[C:29]=1[S:26]([NH:25][C:21]1[CH:22]=[CH:23][CH:24]=[C:19]([C:9]2[N:10]=[C:11]([N:13]3[CH2:18][CH2:17][O:16][CH2:15][CH2:14]3)[S:12][C:8]=2[C:6]2[CH:5]=[CH:4][N:3]=[C:2]([NH:48][CH:45]3[CH2:46][CH2:47][N:42]([S:39]([CH3:38])(=[O:41])=[O:40])[CH2:43][CH2:44]3)[N:7]=2)[C:20]=1[F:37])(=[O:28])=[O:27]. The reactants are Cl[C:2]1[N:7]=[C:6]([C:8]2[S:12][C:11]([N:13]3[CH2:18][CH2:17][O:16][CH2:15][CH2:14]3)=[N:10][C:9]=2[C:19]2[C:20]([F:37])=[C:21]([NH:25][S:26]([C:29]3[C:34]([F:35])=[CH:33][CH:32]=[CH:31][C:30]=3[F:36])(=[O:28])=[O:27])[CH:22]=[CH:23][CH:24]=2)[CH:5]=[CH:4][N:3]=1.[CH3:38][S:39]([N:42]1[CH2:47][CH2:46][CH:45]([NH2:48])[CH2:44][CH2:43]1)(=[O:41])=[O:40]. (4) The reactants are N(C(N1CCCCC1)=O)=NC(N1CCCCC1)=O.[Cl:19][C:20]1[CH:39]=[CH:38][C:23]([NH:24][C:25]2[C:34]3[C:29](=[CH:30][C:31]([OH:37])=[C:32]([O:35][CH3:36])[CH:33]=3)[N:28]=[CH:27][N:26]=2)=[C:22]([F:40])[CH:21]=1.C(P(CCCC)CCCC)CCC.O[CH2:55][CH2:56][N:57]1[CH2:62][CH2:61][S:60](=[O:64])(=[O:63])[CH2:59][CH2:58]1. The catalyst is C(Cl)Cl.CCOCC. The product is [Cl:19][C:20]1[CH:39]=[CH:38][C:23]([NH:24][C:25]2[C:34]3[C:29](=[CH:30][C:31]([O:37][CH2:55][CH2:56][N:57]4[CH2:62][CH2:61][S:60](=[O:64])(=[O:63])[CH2:59][CH2:58]4)=[C:32]([O:35][CH3:36])[CH:33]=3)[N:28]=[CH:27][N:26]=2)=[C:22]([F:40])[CH:21]=1. The yield is 0.360. (5) The reactants are N(C(OC(C)C)=O)=NC(OC(C)C)=O.[F:15][C:16]1[CH:21]=[CH:20][C:19]([O:22][C:23]2[CH:24]=[C:25]([C:30]([NH:32][C:33]3[N:38]=[CH:37][C:36]([C:39]([O:41][CH3:42])=[O:40])=[CH:35][CH:34]=3)=[O:31])[CH:26]=[C:27]([OH:29])[CH:28]=2)=[CH:18][CH:17]=1.[C:43]1(P([C:43]2[CH:48]=CC=[CH:45][CH:44]=2)[C:43]2[CH:48]=CC=[CH:45][CH:44]=2)[CH:48]=CC=[CH:45][CH:44]=1.CC(O)C#C. No catalyst specified. The product is [F:15][C:16]1[CH:17]=[CH:18][C:19]([O:22][C:23]2[CH:24]=[C:25]([C:30]([NH:32][C:33]3[N:38]=[CH:37][C:36]([C:39]([O:41][CH3:42])=[O:40])=[CH:35][CH:34]=3)=[O:31])[CH:26]=[C:27]([O:29][C@@H:44]([CH3:45])[C:43]#[CH:48])[CH:28]=2)=[CH:20][CH:21]=1. The yield is 0.740.